Dataset: Catalyst prediction with 721,799 reactions and 888 catalyst types from USPTO. Task: Predict which catalyst facilitates the given reaction. (1) Reactant: [Cl:1][C:2]1[CH:3]=[N:4][CH:5]=[C:6]([Cl:10])[C:7]=1[CH:8]=[O:9].[BH4-].[Na+].O. Product: [Cl:1][C:2]1[CH:3]=[N:4][CH:5]=[C:6]([Cl:10])[C:7]=1[CH2:8][OH:9]. The catalyst class is: 5. (2) Reactant: [CH3:1][N:2]1[C:6]([C:7](=[O:24])[NH:8][C:9]2[CH:14]=[CH:13][N:12]3[N:15]=[C:16]([C:18]4[CH:23]=[CH:22][CH:21]=[CH:20][CH:19]=4)[N:17]=[C:11]3[CH:10]=2)=[C:5]([C:25](O)=[O:26])[CH:4]=[N:3]1.[NH:28]1[CH2:32][CH2:31][CH2:30][CH2:29]1.CCCP(=O)=O. Product: [C:18]1([C:16]2[N:17]=[C:11]3[CH:10]=[C:9]([NH:8][C:7]([C:6]4[N:2]([CH3:1])[N:3]=[CH:4][C:5]=4[C:25]([N:28]4[CH2:32][CH2:31][CH2:30][CH2:29]4)=[O:26])=[O:24])[CH:14]=[CH:13][N:12]3[N:15]=2)[CH:19]=[CH:20][CH:21]=[CH:22][CH:23]=1. The catalyst class is: 54. (3) Reactant: [Cl:1][C:2]1[N:3]=[C:4](Cl)[C:5]2[O:10][CH:9]=[CH:8][C:6]=2[N:7]=1.C(NC(C)C)(C)C.[NH2:19][C:20]1[NH:24][N:23]=[C:22]([C:25]([NH:27][CH:28]2[CH2:31][CH2:30][CH2:29]2)=[O:26])[CH:21]=1. Product: [Cl:1][C:2]1[N:3]=[C:4]([NH:19][C:20]2[NH:24][N:23]=[C:22]([C:25]([NH:27][CH:28]3[CH2:29][CH2:30][CH2:31]3)=[O:26])[CH:21]=2)[C:5]2[O:10][CH:9]=[CH:8][C:6]=2[N:7]=1. The catalyst class is: 32. (4) Product: [Br:11][CH2:2][C:1]([C:4]1[CH:8]=[C:7]([CH3:9])[O:6][C:5]=1[CH3:10])=[O:3]. The catalyst class is: 440. Reactant: [C:1]([C:4]1[CH:8]=[C:7]([CH3:9])[O:6][C:5]=1[CH3:10])(=[O:3])[CH3:2].[Br:11]Br.[Cl-].[NH4+]. (5) Reactant: [Cl-].[Al+3].[Cl-].[Cl-].[CH3:5][O:6][C:7]1[CH:8]=[C:9]2[C:14](=[CH:15][C:16]=1[O:17][CH3:18])[CH:13]=[N:12][CH:11]=[CH:10]2.C[Si]([C:23]#[N:24])(C)C.[C:25](Cl)(=[O:32])[C:26]1[CH:31]=[CH:30][CH:29]=[CH:28][CH:27]=1. Product: [C:25]([N:12]1[CH:11]=[CH:10][C:9]2[C:14](=[CH:15][C:16]([O:17][CH3:18])=[C:7]([O:6][CH3:5])[CH:8]=2)[CH:13]1[C:23]#[N:24])(=[O:32])[C:26]1[CH:31]=[CH:30][CH:29]=[CH:28][CH:27]=1. The catalyst class is: 34. (6) Reactant: Br[C:2]1[CH:7]=[CH:6][CH:5]=[CH:4][CH:3]=1.[CH2:8]([N:15]1[CH2:20][CH2:19][NH:18][C:17](=[O:21])[CH2:16]1)[C:9]1[CH:14]=[CH:13][CH:12]=[CH:11][CH:10]=1.C(=O)([O-])[O-].[K+].[K+]. Product: [CH2:8]([N:15]1[CH2:20][CH2:19][N:18]([C:2]2[CH:7]=[CH:6][CH:5]=[CH:4][CH:3]=2)[C:17](=[O:21])[CH2:16]1)[C:9]1[CH:10]=[CH:11][CH:12]=[CH:13][CH:14]=1. The catalyst class is: 205. (7) Reactant: [C:1]([C:3]1[C:4]([O:17][CH3:18])=[C:5]([CH2:15]O)[C:6]2[C:11]([C:12]=1[O:13][CH3:14])=[CH:10][CH:9]=[CH:8][CH:7]=2)#[N:2].[Na+].[I-:20]. The catalyst class is: 10. Product: [C:1]([C:3]1[C:4]([O:17][CH3:18])=[C:5]([CH2:15][I:20])[C:6]2[C:11]([C:12]=1[O:13][CH3:14])=[CH:10][CH:9]=[CH:8][CH:7]=2)#[N:2].